This data is from Full USPTO retrosynthesis dataset with 1.9M reactions from patents (1976-2016). The task is: Predict the reactants needed to synthesize the given product. (1) Given the product [ClH:1].[Cl:1][C:2]1[CH:7]=[C:6]([F:8])[C:5]([NH:9][C:10]([NH:12][C:13]2[CH:18]=[CH:17][C:16]([F:19])=[C:15]([CH2:20][N:21]3[CH2:26][CH2:25][O:24][CH2:23][CH2:22]3)[CH:14]=2)=[O:11])=[CH:4][C:3]=1[C:27]1[C:28](=[O:42])[N:29]([CH2:40][CH3:41])[C:30]2[C:35]([CH:36]=1)=[CH:34][N:33]=[C:32]([NH:37][CH:38]=[O:39])[CH:31]=2, predict the reactants needed to synthesize it. The reactants are: [Cl:1][C:2]1[CH:7]=[C:6]([F:8])[C:5]([NH:9][C:10]([NH:12][C:13]2[CH:18]=[CH:17][C:16]([F:19])=[C:15]([CH2:20][N:21]3[CH2:26][CH2:25][O:24][CH2:23][CH2:22]3)[CH:14]=2)=[O:11])=[CH:4][C:3]=1[C:27]1[C:28](=[O:42])[N:29]([CH2:40][CH3:41])[C:30]2[C:35]([CH:36]=1)=[CH:34][N:33]=[C:32]([NH:37][CH:38]=[O:39])[CH:31]=2.Cl. (2) The reactants are: [C:1]1([C:7]2([CH2:12][N:13]3C(=O)C4C(=CC=CC=4)C3=O)[O:11][CH2:10][CH2:9][O:8]2)[CH:6]=[CH:5][CH:4]=[CH:3][CH:2]=1.NN. Given the product [C:1]1([C:7]2([CH2:12][NH2:13])[O:11][CH2:10][CH2:9][O:8]2)[CH:2]=[CH:3][CH:4]=[CH:5][CH:6]=1, predict the reactants needed to synthesize it. (3) The reactants are: C(OC([N:8]1[CH2:13][CH2:12][C:11]([C:38]2[CH:43]=[CH:42][C:41]([Cl:44])=[CH:40][CH:39]=2)([CH2:14][NH:15][C:16]2[CH:25]=[C:24]3[C:19]([C:20](=[O:37])[N:21](CC4C=CC(OC)=CC=4OC)[CH:22]=[N:23]3)=[CH:18][CH:17]=2)[CH2:10][CH2:9]1)=O)(C)(C)C.O.FC(F)(F)C(O)=O. Given the product [Cl:44][C:41]1[CH:42]=[CH:43][C:38]([C:11]2([CH2:14][NH:15][C:16]3[CH:25]=[C:24]4[C:19]([C:20](=[O:37])[NH:21][CH:22]=[N:23]4)=[CH:18][CH:17]=3)[CH2:12][CH2:13][NH:8][CH2:9][CH2:10]2)=[CH:39][CH:40]=1, predict the reactants needed to synthesize it. (4) Given the product [CH2:10]([O:17][C:18]1[CH:23]=[C:22]([S:9][C:3]2[CH:8]=[CH:7][CH:6]=[CH:5][CH:4]=2)[CH:21]=[CH:20][C:19]=1[N+:25]([O-:27])=[O:26])[C:11]1[CH:16]=[CH:15][CH:14]=[CH:13][CH:12]=1, predict the reactants needed to synthesize it. The reactants are: [H-].[Na+].[C:3]1([SH:9])[CH:8]=[CH:7][CH:6]=[CH:5][CH:4]=1.[CH2:10]([O:17][C:18]1[CH:23]=[C:22](F)[CH:21]=[CH:20][C:19]=1[N+:25]([O-:27])=[O:26])[C:11]1[CH:16]=[CH:15][CH:14]=[CH:13][CH:12]=1.C(OCC)(=O)C. (5) The reactants are: [CH3:1][N:2]1[C:11]2[C:6](=[CH:7][C:8]([C:12]3[CH:13]=[C:14]([CH2:18][C:19]([OH:21])=O)[CH:15]=[N:16][CH:17]=3)=[CH:9][CH:10]=2)[CH2:5][CH2:4][C:3]1=[O:22].[NH2:23][C:24]1[CH:29]=[CH:28][CH:27]=[C:26]([CH3:30])[N:25]=1.CN(C(ON1N=NC2C=CC=CC1=2)=[N+](C)C)C.[B-](F)(F)(F)F.CCN(C(C)C)C(C)C.C([O-])(O)=O.[Na+]. Given the product [CH3:1][N:2]1[C:11]2[C:6](=[CH:7][C:8]([C:12]3[CH:13]=[C:14]([CH2:18][C:19]([NH:23][C:24]4[CH:29]=[CH:28][CH:27]=[C:26]([CH3:30])[N:25]=4)=[O:21])[CH:15]=[N:16][CH:17]=3)=[CH:9][CH:10]=2)[CH2:5][CH2:4][C:3]1=[O:22], predict the reactants needed to synthesize it. (6) The reactants are: [F:1][C:2]1[CH:7]=[CH:6][C:5]([CH:8]([C:12]2[CH:17]=[CH:16][C:15]([F:18])=[CH:14][CH:13]=2)[C:9]([OH:11])=O)=[CH:4][CH:3]=1.[NH2:19][CH2:20][CH2:21][CH2:22][N:23]1[CH2:28][CH2:27][CH:26]([C:29]2[CH:30]=[C:31]([NH:35][C:36](=[O:39])[CH2:37][CH3:38])[CH:32]=[CH:33][CH:34]=2)[CH2:25][CH2:24]1. Given the product [F:18][C:15]1[CH:16]=[CH:17][C:12]([CH:8]([C:5]2[CH:4]=[CH:3][C:2]([F:1])=[CH:7][CH:6]=2)[C:9]([NH:19][CH2:20][CH2:21][CH2:22][N:23]2[CH2:28][CH2:27][CH:26]([C:29]3[CH:30]=[C:31]([NH:35][C:36](=[O:39])[CH2:37][CH3:38])[CH:32]=[CH:33][CH:34]=3)[CH2:25][CH2:24]2)=[O:11])=[CH:13][CH:14]=1, predict the reactants needed to synthesize it.